This data is from Full USPTO retrosynthesis dataset with 1.9M reactions from patents (1976-2016). The task is: Predict the reactants needed to synthesize the given product. (1) Given the product [CH3:1][O:2][C:3]([CH:4]1[C:5]2[CH:10]=[CH:9][CH:8]=[CH:7][C:6]=2[C:15]2[CH:16]=[CH:17][CH:18]=[CH:19][C:14]=2[C:13](=[O:21])[NH:12]1)=[O:22], predict the reactants needed to synthesize it. The reactants are: [CH3:1][O:2][C:3](=[O:22])[CH:4]([NH:12][C:13](=[O:21])[C:14]1[CH:19]=[CH:18][CH:17]=[CH:16][C:15]=1I)[C:5]1[CH:10]=[CH:9][CH:8]=[CH:7][C:6]=1I.CC([O-])=O.[K+]. (2) Given the product [CH2:6]([O:10][C:11]1[CH:19]=[CH:18][C:14]([C:15]([O:17][CH2:25][CH2:26][C:27]([CH3:31])=[C:28]([F:30])[F:29])=[O:16])=[CH:13][N:12]=1)[CH2:7][CH2:8][CH3:9], predict the reactants needed to synthesize it. The reactants are: CN(C)C=O.[CH2:6]([O:10][C:11]1[CH:19]=[CH:18][C:14]([C:15]([OH:17])=[O:16])=[CH:13][N:12]=1)[CH2:7][CH2:8][CH3:9].CS(O[CH2:25][CH2:26][C:27]([CH3:31])=[C:28]([F:30])[F:29])(=O)=O.C(=O)([O-])O.[Na+].